Task: Predict which catalyst facilitates the given reaction.. Dataset: Catalyst prediction with 721,799 reactions and 888 catalyst types from USPTO (1) Reactant: [O:1]([C:6]1[CH:25]=[CH:24][C:9]([CH2:10][CH:11]([CH:15]([C:17]2[CH:22]=[CH:21][CH:20]=[C:19]([Cl:23])[CH:18]=2)[OH:16])C(O)=O)=[CH:8][CH:7]=1)[C:2]([CH3:5])([CH3:4])[CH3:3].C1(P(N=[N+]=[N-])(C2C=CC=CC=2)=[O:33])C=CC=CC=1.C([N:45]([CH2:48]C)CC)C. Product: [O:1]([C:6]1[CH:7]=[CH:8][C:9]([CH2:10][CH:11]2[CH:15]([C:17]3[CH:22]=[CH:21][CH:20]=[C:19]([Cl:23])[CH:18]=3)[O:16][C:48](=[O:33])[NH:45]2)=[CH:24][CH:25]=1)[C:2]([CH3:5])([CH3:4])[CH3:3]. The catalyst class is: 7. (2) Reactant: [C:1]([C:5]1[C:9]2[CH2:10][NH:11][CH2:12][CH2:13][C:8]=2[NH:7][N:6]=1)([CH3:4])([CH3:3])[CH3:2].[Cl:14][C:15]1[CH:20]=[CH:19][CH:18]=[C:17]([N:21]=[C:22]=[O:23])[CH:16]=1. Product: [C:1]([C:5]1[C:9]2[CH2:10][N:11]([C:22]([NH:21][C:17]3[CH:18]=[CH:19][CH:20]=[C:15]([Cl:14])[CH:16]=3)=[O:23])[CH2:12][CH2:13][C:8]=2[NH:7][N:6]=1)([CH3:4])([CH3:2])[CH3:3]. The catalyst class is: 2.